Task: Predict the product of the given reaction.. Dataset: Forward reaction prediction with 1.9M reactions from USPTO patents (1976-2016) (1) Given the reactants [C:1]1([S:7]([C:10]2[CH:19]=[C:18]3[C:13]([C:14](=[CH:20][C:21]#[N:22])[CH2:15][CH2:16][O:17]3)=[CH:12][CH:11]=2)(=[O:9])=[O:8])[CH:6]=[CH:5][CH:4]=[CH:3][CH:2]=1.[H][H], predict the reaction product. The product is: [C:1]1([S:7]([C:10]2[CH:19]=[C:18]3[C:13]([CH:14]([CH2:20][C:21]#[N:22])[CH2:15][CH2:16][O:17]3)=[CH:12][CH:11]=2)(=[O:9])=[O:8])[CH:2]=[CH:3][CH:4]=[CH:5][CH:6]=1. (2) The product is: [O:12]=[C:13]1[NH:18][CH:17]([C:19]2[CH:26]=[CH:25][C:22]([C:23]#[N:24])=[CH:21][C:20]=2[S:27]([CH3:28])=[O:6])[C:16]2[C:29](=[O:32])[CH2:30][CH2:31][C:15]=2[N:14]1[C:33]1[CH:38]=[CH:37][CH:36]=[C:35]([C:39]([F:42])([F:41])[F:40])[CH:34]=1. Given the reactants ClC1C=C(C=CC=1)C(OO)=[O:6].[O:12]=[C:13]1[NH:18][CH:17]([C:19]2[CH:26]=[CH:25][C:22]([C:23]#[N:24])=[CH:21][C:20]=2[S:27][CH3:28])[C:16]2[C:29](=[O:32])[CH2:30][CH2:31][C:15]=2[N:14]1[C:33]1[CH:38]=[CH:37][CH:36]=[C:35]([C:39]([F:42])([F:41])[F:40])[CH:34]=1, predict the reaction product. (3) Given the reactants [Cl:1][C:2]1[CH:3]=[C:4]2[C:8](=[C:9]([N+:11]([O-])=O)[CH:10]=1)[NH:7][C:6]([C:14]([O:16][CH2:17][CH3:18])=[O:15])=[C:5]2[S:19]([N:22]1[CH2:27][CH2:26][O:25][C@H:24]([CH2:28][O:29][C:30]2[CH:35]=[CH:34][CH:33]=[CH:32][CH:31]=2)[CH2:23]1)(=[O:21])=[O:20].[Cl-].[NH4+], predict the reaction product. The product is: [NH2:11][C:9]1[CH:10]=[C:2]([Cl:1])[CH:3]=[C:4]2[C:8]=1[NH:7][C:6]([C:14]([O:16][CH2:17][CH3:18])=[O:15])=[C:5]2[S:19]([N:22]1[CH2:27][CH2:26][O:25][C@H:24]([CH2:28][O:29][C:30]2[CH:35]=[CH:34][CH:33]=[CH:32][CH:31]=2)[CH2:23]1)(=[O:21])=[O:20]. (4) Given the reactants [F:1][C:2]1[CH:7]=[CH:6][C:5](/[CH:8]=[CH:9]/[CH:10]([CH3:12])[CH3:11])=[CH:4][C:3]=1[O:13][CH3:14].[H][H], predict the reaction product. The product is: [F:1][C:2]1[CH:7]=[CH:6][C:5]([CH2:8][CH2:9][CH:10]([CH3:11])[CH3:12])=[CH:4][C:3]=1[O:13][CH3:14]. (5) Given the reactants [CH2:1]([O:3][CH:4]([O:13][CH2:14][CH3:15])[C:5]1[CH:12]=[CH:11][C:8]([CH:9]=O)=[CH:7][CH:6]=1)[CH3:2].[CH3:16][NH:17][CH3:18].[BH4-].[Na+], predict the reaction product. The product is: [CH2:1]([O:3][CH:4]([O:13][CH2:14][CH3:15])[C:5]1[CH:12]=[CH:11][C:8]([CH2:9][N:17]([CH3:18])[CH3:16])=[CH:7][CH:6]=1)[CH3:2].